This data is from Catalyst prediction with 721,799 reactions and 888 catalyst types from USPTO. The task is: Predict which catalyst facilitates the given reaction. Reactant: [CH2:1]([N:5]1[CH:9]=[C:8]([C:10]2[CH:15]=[CH:14][C:13]([O:16][CH3:17])=[CH:12][CH:11]=2)[N:7]=[C:6]1[C:18]1[CH:23]=[CH:22][CH:21]=[CH:20][CH:19]=1)[CH2:2][CH2:3][CH3:4].[CH2:24]=[O:25]. Product: [CH2:1]([N:5]1[C:9]([CH2:24][OH:25])=[C:8]([C:10]2[CH:15]=[CH:14][C:13]([O:16][CH3:17])=[CH:12][CH:11]=2)[N:7]=[C:6]1[C:18]1[CH:19]=[CH:20][CH:21]=[CH:22][CH:23]=1)[CH2:2][CH2:3][CH3:4]. The catalyst class is: 15.